Dataset: Forward reaction prediction with 1.9M reactions from USPTO patents (1976-2016). Task: Predict the product of the given reaction. (1) Given the reactants [F:1][C:2]([F:29])([F:28])[C:3]1[N:8]2[N:9]=[CH:10][C:11]([C:12]#[C:13][Si](C)(C)C)=[C:7]2[N:6]=[C:5]([C:18]2[CH:23]=[CH:22][C:21]([C:24]([F:27])([F:26])[F:25])=[CH:20][CH:19]=2)[CH:4]=1.C([O-])([O-])=O.[K+].[K+], predict the reaction product. The product is: [C:12]([C:11]1[CH:10]=[N:9][N:8]2[C:3]([C:2]([F:1])([F:29])[F:28])=[CH:4][C:5]([C:18]3[CH:23]=[CH:22][C:21]([C:24]([F:27])([F:26])[F:25])=[CH:20][CH:19]=3)=[N:6][C:7]=12)#[CH:13]. (2) Given the reactants [Cl:1][C:2]1[CH:7]=[CH:6][C:5]([C:8]2[C:9]([O:17][CH2:18][C:19]([F:22])([F:21])[F:20])=[N:10][CH:11]=[C:12]([CH:16]=2)[C:13]([OH:15])=O)=[CH:4][C:3]=1[F:23].[F:24][C:25]([F:34])([F:33])[C:26]1[N:30]=[C:29]([CH2:31][NH2:32])[O:28][N:27]=1, predict the reaction product. The product is: [Cl:1][C:2]1[CH:7]=[CH:6][C:5]([C:8]2[C:9]([O:17][CH2:18][C:19]([F:21])([F:20])[F:22])=[N:10][CH:11]=[C:12]([CH:16]=2)[C:13]([NH:32][CH2:31][C:29]2[O:28][N:27]=[C:26]([C:25]([F:34])([F:33])[F:24])[N:30]=2)=[O:15])=[CH:4][C:3]=1[F:23].